Dataset: Peptide-MHC class II binding affinity with 134,281 pairs from IEDB. Task: Regression. Given a peptide amino acid sequence and an MHC pseudo amino acid sequence, predict their binding affinity value. This is MHC class II binding data. (1) The peptide sequence is TAGEIHAVPFGLVSM. The MHC is HLA-DQA10102-DQB10501 with pseudo-sequence HLA-DQA10102-DQB10501. The binding affinity (normalized) is 0.569. (2) The peptide sequence is LNIKLNMPLYIAGNK. The MHC is DRB4_0101 with pseudo-sequence DRB4_0103. The binding affinity (normalized) is 0.602. (3) The peptide sequence is SVLLVVALFAVFLGS. The MHC is HLA-DPA10201-DPB10501 with pseudo-sequence HLA-DPA10201-DPB10501. The binding affinity (normalized) is 0. (4) The peptide sequence is SQDMELSWNLNGLQAY. The MHC is DRB1_0401 with pseudo-sequence DRB1_0401. The binding affinity (normalized) is 0.350.